Dataset: Forward reaction prediction with 1.9M reactions from USPTO patents (1976-2016). Task: Predict the product of the given reaction. Given the reactants [CH2:1]([N:3]1[CH:7]=[C:6]([C:8]2[CH:13]=[CH:12][N:11]=[C:10]3[NH:14][CH:15]=[CH:16][C:9]=23)[C:5]([C:17]2[CH:23]=[CH:22][C:20]([NH2:21])=[CH:19][CH:18]=2)=[N:4]1)[CH3:2].[CH:24]1([C:29](Cl)=[O:30])[CH2:28][CH2:27][CH2:26][CH2:25]1, predict the reaction product. The product is: [CH2:1]([N:3]1[CH:7]=[C:6]([C:8]2[CH:13]=[CH:12][N:11]=[C:10]3[NH:14][CH:15]=[CH:16][C:9]=23)[C:5]([C:17]2[CH:23]=[CH:22][C:20]([NH:21][C:29]([CH:24]3[CH2:28][CH2:27][CH2:26][CH2:25]3)=[O:30])=[CH:19][CH:18]=2)=[N:4]1)[CH3:2].